Dataset: Forward reaction prediction with 1.9M reactions from USPTO patents (1976-2016). Task: Predict the product of the given reaction. (1) Given the reactants [Cl:1][C:2]1[CH:3]=[C:4]([C:12]2[N:16]=[C:15]([C:17]3[CH:22]=[CH:21][C:20]([O:23][CH2:24][CH:25]4[CH2:29][O:28]C(C)(C)[O:26]4)=[CH:19][CH:18]=3)[O:14][N:13]=2)[CH:5]=[CH:6][C:7]=1[O:8][CH:9]([CH3:11])[CH3:10].O.C1(C)C=CC(S(O)(=O)=O)=CC=1, predict the reaction product. The product is: [Cl:1][C:2]1[CH:3]=[C:4]([C:12]2[N:16]=[C:15]([C:17]3[CH:22]=[CH:21][C:20]([O:23][CH2:24][CH:25]([OH:26])[CH2:29][OH:28])=[CH:19][CH:18]=3)[O:14][N:13]=2)[CH:5]=[CH:6][C:7]=1[O:8][CH:9]([CH3:10])[CH3:11]. (2) Given the reactants Br.[O:2]1[C:8]2[C:9]([OH:13])=[CH:10][CH:11]=[CH:12][C:7]=2[CH2:6][NH:5][CH2:4][CH2:3]1.C(N(CC)CC)C.[O:21](C(OC(C)(C)C)=O)[C:22]([O:24][C:25]([CH3:28])([CH3:27])[CH3:26])=O, predict the reaction product. The product is: [OH:13][C:9]1[C:8]2[O:2][CH2:3][CH2:4][N:5]([C:22]([O:24][C:25]([CH3:28])([CH3:27])[CH3:26])=[O:21])[CH2:6][C:7]=2[CH:12]=[CH:11][CH:10]=1.